Dataset: Catalyst prediction with 721,799 reactions and 888 catalyst types from USPTO. Task: Predict which catalyst facilitates the given reaction. (1) Reactant: [F:1][C:2]1[CH:7]=[CH:6][C:5]([C:8]2[S:12][C:11]([CH3:13])=[N:10][C:9]=2[C:14]([N:16]2[CH2:21][CH2:20][CH2:19][C@@H:18]([CH3:22])[C@@H:17]2[CH2:23][NH:24]C(=O)OC(C)(C)C)=[O:15])=[CH:4][CH:3]=1.C(O)(C(F)(F)F)=O. Product: [NH2:24][CH2:23][C@@H:17]1[C@H:18]([CH3:22])[CH2:19][CH2:20][CH2:21][N:16]1[C:14]([C:9]1[N:10]=[C:11]([CH3:13])[S:12][C:8]=1[C:5]1[CH:4]=[CH:3][C:2]([F:1])=[CH:7][CH:6]=1)=[O:15]. The catalyst class is: 2. (2) Product: [F:1][CH:2]([C:16]#[C:17][C:31]1[N:30]=[N:29][C:28]2[NH:34][C:25]([C:20]3[CH:21]=[CH:22][CH:23]=[CH:24][C:19]=3[F:18])=[CH:26][C:27]=2[CH:32]=1)[CH2:3][N:4]1[CH:8]=[C:7]([C:9]([O:11][C:12]([CH3:13])([CH3:14])[CH3:15])=[O:10])[N:6]=[N:5]1. The catalyst class is: 538. Reactant: [F:1][CH:2]([C:16]#[CH:17])[CH2:3][N:4]1[CH:8]=[C:7]([C:9]([O:11][C:12]([CH3:15])([CH3:14])[CH3:13])=[O:10])[N:6]=[N:5]1.[F:18][C:19]1[CH:24]=[CH:23][CH:22]=[CH:21][C:20]=1[C:25]1[NH:34][C:28]2[N:29]=[N:30][C:31](I)=[CH:32][C:27]=2[CH:26]=1. (3) Reactant: [Br:1][C:2]1[CH:3]=[CH:4][C:5]2[S:9][C:8]([C:10]([O-])=[O:11])=[CH:7][C:6]=2[CH:13]=1.B#B. Product: [Br:1][C:2]1[CH:3]=[CH:4][C:5]2[S:9][C:8]([CH2:10][OH:11])=[CH:7][C:6]=2[CH:13]=1. The catalyst class is: 1. (4) Reactant: CC1(C)CCCC(C)(C)N1.[CH2:11]([O:18][C:19]1[CH:20]=[C:21]([CH:27]([C:29]2[C:34]([Cl:35])=[N:33][CH:32]=[CH:31][N:30]=2)[OH:28])[CH:22]=[CH:23][C:24]=1[O:25][CH3:26])[C:12]1[CH:17]=[CH:16][CH:15]=[CH:14][CH:13]=1.[Li]CCCC.ClC1C=NC=CN=1.C(OC1C=C(C=CC=1OC)C=O)C1C=CC=CC=1.Cl. Product: [CH2:11]([O:18][C:19]1[CH:20]=[C:21]([CH:27]([C:29]2[C:34]([Cl:35])=[N:33][CH:32]=[CH:31][N:30]=2)[OH:28])[CH:22]=[CH:23][C:24]=1[O:25][CH3:26])[C:12]1[CH:17]=[CH:16][CH:15]=[CH:14][CH:13]=1. The catalyst class is: 1. (5) The catalyst class is: 2. Reactant: [CH3:1][C:2]1[C:3]([CH2:9][NH:10][CH2:11][CH2:12][C:13]2[N:14]=[CH:15][N:16]([S:18]([C:21]3[CH:26]=[CH:25][C:24]([CH3:27])=[CH:23][CH:22]=3)(=[O:20])=[O:19])[CH:17]=2)=[N:4][CH:5]=[C:6]([CH3:8])[CH:7]=1.[F:28][C:29]1[CH:34]=[CH:33][C:32]([C:35]([C:38]2[C:39]([CH:44]=O)=[N:40][CH:41]=[CH:42][CH:43]=2)([CH3:37])[CH3:36])=[CH:31][CH:30]=1.[BH-](OC(C)=O)(OC(C)=O)OC(C)=O.[Na+]. Product: [CH3:1][C:2]1[C:3]([CH2:9][N:10]([CH2:44][C:39]2[C:38]([C:35]([C:32]3[CH:31]=[CH:30][C:29]([F:28])=[CH:34][CH:33]=3)([CH3:37])[CH3:36])=[CH:43][CH:42]=[CH:41][N:40]=2)[CH2:11][CH2:12][C:13]2[N:14]=[CH:15][N:16]([S:18]([C:21]3[CH:22]=[CH:23][C:24]([CH3:27])=[CH:25][CH:26]=3)(=[O:19])=[O:20])[CH:17]=2)=[N:4][CH:5]=[C:6]([CH3:8])[CH:7]=1. (6) Reactant: [C:1]([C:5]1[CH:12]=[CH:11][C:10]([N+:13]([O-:15])=[O:14])=[CH:9][C:6]=1[C:7]#[N:8])([CH3:4])([CH3:3])[CH3:2].B.C1COCC1.CO.Cl. Product: [C:1]([C:5]1[CH:12]=[CH:11][C:10]([N+:13]([O-:15])=[O:14])=[CH:9][C:6]=1[CH2:7][NH2:8])([CH3:4])([CH3:2])[CH3:3]. The catalyst class is: 20.